The task is: Predict the product of the given reaction.. This data is from Forward reaction prediction with 1.9M reactions from USPTO patents (1976-2016). (1) Given the reactants Cl[C:2]1[C:3]2[C:4](=[CH:17][N:18](CC3C=CC(OC)=CC=3)[N:19]=2)[N:5]=[C:6]([C:8]2[N:9]=[C:10]3[CH:15]=[CH:14][CH:13]=[CH:12][N:11]3[CH:16]=2)[N:7]=1.[NH:29]1[C:37]2[C:32](=[CH:33][CH:34]=[C:35]([NH2:38])[CH:36]=2)[CH:31]=[N:30]1.Cl, predict the reaction product. The product is: [N:9]1[C:8]([C:6]2[N:7]=[C:2]([NH:38][C:35]3[CH:36]=[C:37]4[C:32]([CH:31]=[N:30][NH:29]4)=[CH:33][CH:34]=3)[C:3]3[NH:19][N:18]=[CH:17][C:4]=3[N:5]=2)=[CH:16][N:11]2[CH:12]=[CH:13][CH:14]=[CH:15][C:10]=12. (2) Given the reactants Cl[C:2]1[N:7]=[N:6][C:5]([N:8]2[CH2:13][CH2:12][CH:11]([N:14]3[CH2:20][CH2:19][C:18]4[CH:21]=[C:22]([O:25][CH3:26])[CH:23]=[CH:24][C:17]=4[NH:16][C:15]3=[O:27])[CH2:10][CH2:9]2)=[CH:4][C:3]=1[C:28]([C:30]1[CH:39]=[C:38]([CH3:40])[C:33]2[NH:34][C:35](=[O:37])[O:36][C:32]=2[CH:31]=1)=[O:29].[H][H], predict the reaction product. The product is: [OH:29][CH:28]([C:30]1[CH:39]=[C:38]([CH3:40])[C:33]2[NH:34][C:35](=[O:37])[O:36][C:32]=2[CH:31]=1)[C:3]1[CH:4]=[C:5]([N:8]2[CH2:13][CH2:12][CH:11]([N:14]3[CH2:20][CH2:19][C:18]4[CH:21]=[C:22]([O:25][CH3:26])[CH:23]=[CH:24][C:17]=4[NH:16][C:15]3=[O:27])[CH2:10][CH2:9]2)[N:6]=[N:7][CH:2]=1.